This data is from Full USPTO retrosynthesis dataset with 1.9M reactions from patents (1976-2016). The task is: Predict the reactants needed to synthesize the given product. (1) Given the product [OH:31][CH2:30][CH2:29][O:28][CH2:27][CH2:26][O:1][C:2]1[CH:16]=[CH:15][C:5]([C:6]([C:8]2[CH:13]=[CH:12][C:11]([OH:14])=[CH:10][CH:9]=2)=[O:7])=[CH:4][CH:3]=1, predict the reactants needed to synthesize it. The reactants are: [OH:1][C:2]1[CH:16]=[CH:15][C:5]([C:6]([C:8]2[CH:13]=[CH:12][C:11]([OH:14])=[CH:10][CH:9]=2)=[O:7])=[CH:4][CH:3]=1.C([O-])([O-])=O.[Cs+].[Cs+].[Na+].[I-].Cl[CH2:26][CH2:27][O:28][CH2:29][CH2:30][OH:31]. (2) The reactants are: CC1C=C(C)C=C(C)C=1S([O-])(=O)=O.[NH2:14][N+:15]1[CH:20]=[CH:19][CH:18]=[CH:17][C:16]=1[O:21][CH2:22][C:23]1[C:28]([F:29])=[CH:27][CH:26]=[CH:25][C:24]=1[F:30].[C:31]([O:36][CH2:37][CH3:38])(=[O:35])[C:32]#[C:33][CH3:34].C(=O)([O-])[O-].[K+].[K+].O. Given the product [CH2:37]([O:36][C:31]([C:32]1[C:33]([CH3:34])=[N:14][N:15]2[C:16]([O:21][CH2:22][C:23]3[C:28]([F:29])=[CH:27][CH:26]=[CH:25][C:24]=3[F:30])=[CH:17][CH:18]=[CH:19][C:20]=12)=[O:35])[CH3:38], predict the reactants needed to synthesize it. (3) The reactants are: O.[NH2:2][NH2:3].[CH3:4][C:5]1[CH:6]=[C:7]([CH:12]=[CH:13][CH:14]=1)[C:8](OC)=[O:9]. Given the product [CH3:4][C:5]1[CH:6]=[C:7]([CH:12]=[CH:13][CH:14]=1)[C:8]([NH:2][NH2:3])=[O:9], predict the reactants needed to synthesize it. (4) Given the product [F:1][C:2]1[CH:3]=[CH:4][C:5]([C:6]([NH:8][C:9]2[N:13]([C@H:14]3[CH2:19][CH2:18][C@@H:17]([C:20](=[O:25])[NH:21][CH:22]([CH3:24])[CH3:23])[CH2:16][CH2:15]3)[C:12]3[CH:26]=[C:27]([O:30][CH2:31][C:32]4[CH:33]=[CH:34][C:35]([O:38][CH3:39])=[CH:36][CH:37]=4)[CH:28]=[CH:29][C:11]=3[N:10]=2)=[O:7])=[CH:49][CH:50]=1, predict the reactants needed to synthesize it. The reactants are: [F:1][C:2]1[CH:50]=[CH:49][C:5]([C:6]([N:8](C(=O)C2C=CC(F)=CC=2)[C:9]2[N:13]([C@H:14]3[CH2:19][CH2:18][C@@H:17]([C:20](=[O:25])[NH:21][CH:22]([CH3:24])[CH3:23])[CH2:16][CH2:15]3)[C:12]3[CH:26]=[C:27]([O:30][CH2:31][C:32]4[CH:37]=[CH:36][C:35]([O:38][CH3:39])=[CH:34][CH:33]=4)[CH:28]=[CH:29][C:11]=3[N:10]=2)=[O:7])=[CH:4][CH:3]=1.O1CCOCC1.[OH-].[Na+].